This data is from Forward reaction prediction with 1.9M reactions from USPTO patents (1976-2016). The task is: Predict the product of the given reaction. (1) Given the reactants [F:1][C:2]1[CH:3]=[C:4]([NH:8][C:9](=[O:28])[CH2:10][N:11]2[CH:15]=[C:14]([NH:16][C:17]3[C:26]4[C:21](=[CH:22][C:23]([OH:27])=[CH:24][CH:25]=4)[N:20]=[CH:19][N:18]=3)[CH:13]=[N:12]2)[CH:5]=[CH:6][CH:7]=1.C(=O)([O-])[O-].[Cs+].[Cs+].CS(O[CH2:40][C@@H:41]1[CH2:45][CH2:44][CH2:43][N:42]1[C:46]([O:48][C:49]([CH3:52])([CH3:51])[CH3:50])=[O:47])(=O)=O.O, predict the reaction product. The product is: [F:1][C:2]1[CH:3]=[C:4]([NH:8][C:9](=[O:28])[CH2:10][N:11]2[CH:15]=[C:14]([NH:16][C:17]3[C:26]4[C:21](=[CH:22][C:23]([O:27][CH2:40][C@@H:41]5[CH2:45][CH2:44][CH2:43][N:42]5[C:46]([O:48][C:49]([CH3:50])([CH3:52])[CH3:51])=[O:47])=[CH:24][CH:25]=4)[N:20]=[CH:19][N:18]=3)[CH:13]=[N:12]2)[CH:5]=[CH:6][CH:7]=1. (2) Given the reactants [C:1]([O:5][C:6](=[O:35])[NH:7][CH:8]([CH:29]1[CH2:34][CH2:33][CH2:32][CH2:31][CH2:30]1)[C:9]([N:11]1[CH2:15][CH2:14][CH:13]2[NH:16][CH2:17][CH:18]([C:19]3[C:27]4[C:22](=[CH:23][C:24]([F:28])=[CH:25][CH:26]=4)[NH:21][CH:20]=3)[CH:12]12)=[O:10])([CH3:4])([CH3:3])[CH3:2].[CH3:36][C:37](OC(C)=O)=[O:38], predict the reaction product. The product is: [C:1]([O:5][C:6](=[O:35])[NH:7][CH:8]([CH:29]1[CH2:30][CH2:31][CH2:32][CH2:33][CH2:34]1)[C:9]([N:11]1[CH2:15][CH2:14][CH:13]2[N:16]([C:37](=[O:38])[CH3:36])[CH2:17][CH:18]([C:19]3[C:27]4[C:22](=[CH:23][C:24]([F:28])=[CH:25][CH:26]=4)[NH:21][CH:20]=3)[CH:12]12)=[O:10])([CH3:4])([CH3:2])[CH3:3]. (3) Given the reactants [N+:1]([C:4]1[CH:19]=[CH:18][C:7]([C:8]([O:10][CH2:11][C:12]2[CH:17]=[CH:16][CH:15]=[CH:14][CH:13]=2)=[O:9])=[CH:6][CH:5]=1)([O-])=O.C([O-])(O)=O.[Na+].CCOC(C)=O, predict the reaction product. The product is: [NH2:1][C:4]1[CH:19]=[CH:18][C:7]([C:8]([O:10][CH2:11][C:12]2[CH:17]=[CH:16][CH:15]=[CH:14][CH:13]=2)=[O:9])=[CH:6][CH:5]=1.